This data is from Catalyst prediction with 721,799 reactions and 888 catalyst types from USPTO. The task is: Predict which catalyst facilitates the given reaction. Reactant: [Br:1][C:2]1[CH:7]=[CH:6][C:5]([C@@H:8]([NH:10][C:11](=[O:24])[CH2:12][CH:13]([C:18]2[CH:23]=[CH:22][CH:21]=[CH:20][CH:19]=2)[CH2:14][C:15](O)=[O:16])[CH3:9])=[CH:4][CH:3]=1.B. Product: [Br:1][C:2]1[CH:3]=[CH:4][C:5]([C@@H:8]([NH:10][C:11](=[O:24])[CH2:12][CH:13]([C:18]2[CH:19]=[CH:20][CH:21]=[CH:22][CH:23]=2)[CH2:14][CH2:15][OH:16])[CH3:9])=[CH:6][CH:7]=1. The catalyst class is: 1.